From a dataset of NCI-60 drug combinations with 297,098 pairs across 59 cell lines. Regression. Given two drug SMILES strings and cell line genomic features, predict the synergy score measuring deviation from expected non-interaction effect. (1) Drug 1: CCC1(CC2CC(C3=C(CCN(C2)C1)C4=CC=CC=C4N3)(C5=C(C=C6C(=C5)C78CCN9C7C(C=CC9)(C(C(C8N6C=O)(C(=O)OC)O)OC(=O)C)CC)OC)C(=O)OC)O.OS(=O)(=O)O. Drug 2: CN1C(=O)N2C=NC(=C2N=N1)C(=O)N. Cell line: SK-OV-3. Synergy scores: CSS=2.46, Synergy_ZIP=-1.40, Synergy_Bliss=-0.769, Synergy_Loewe=-9.75, Synergy_HSA=-1.60. (2) Drug 1: C1CN(CCN1C(=O)CCBr)C(=O)CCBr. Drug 2: C1CNP(=O)(OC1)N(CCCl)CCCl. Cell line: NCI-H322M. Synergy scores: CSS=5.04, Synergy_ZIP=1.41, Synergy_Bliss=-0.924, Synergy_Loewe=4.47, Synergy_HSA=-3.69. (3) Drug 1: C1=CC(=CC=C1CC(C(=O)O)N)N(CCCl)CCCl.Cl. Drug 2: CC(C1=C(C=CC(=C1Cl)F)Cl)OC2=C(N=CC(=C2)C3=CN(N=C3)C4CCNCC4)N. Cell line: SW-620. Synergy scores: CSS=9.82, Synergy_ZIP=-7.93, Synergy_Bliss=0.265, Synergy_Loewe=-4.44, Synergy_HSA=-1.49.